From a dataset of Forward reaction prediction with 1.9M reactions from USPTO patents (1976-2016). Predict the product of the given reaction. (1) Given the reactants Cl[C:2]1[N:7]=[C:6]([C:8]2[CH:13]=[CH:12][CH:11]=[CH:10][CH:9]=2)[C:5]([C:14]2[CH:15]=[CH:16][C:17](=[O:23])[N:18]([CH:20]([CH3:22])[CH3:21])[N:19]=2)=[CH:4][C:3]=1[C:24]1[N:28]([CH3:29])[N:27]=[CH:26][N:25]=1.[NH3:30].O.C(Cl)(Cl)Cl, predict the reaction product. The product is: [NH2:30][C:2]1[N:7]=[C:6]([C:8]2[CH:13]=[CH:12][CH:11]=[CH:10][CH:9]=2)[C:5]([C:14]2[CH:15]=[CH:16][C:17](=[O:23])[N:18]([CH:20]([CH3:22])[CH3:21])[N:19]=2)=[CH:4][C:3]=1[C:24]1[N:28]([CH3:29])[N:27]=[CH:26][N:25]=1. (2) Given the reactants [CH2:1]([S:8][C:9]1[N:17]=[C:16]2[C:12]([NH:13][CH:14]=[N:15]2)=[C:11](Cl)[N:10]=1)[C:2]1[CH:7]=[CH:6][CH:5]=[CH:4][CH:3]=1.[NH2:19][C:20]1[CH:25]=[CH:24][CH:23]=[CH:22][CH:21]=1.C(N(CC)CC)C, predict the reaction product. The product is: [CH2:1]([S:8][C:9]1[N:17]=[C:16]2[C:12]([NH:13][CH:14]=[N:15]2)=[C:11]([NH:19][C:20]2[CH:25]=[CH:24][CH:23]=[CH:22][CH:21]=2)[N:10]=1)[C:2]1[CH:7]=[CH:6][CH:5]=[CH:4][CH:3]=1. (3) The product is: [F:1][C:2]1[CH:9]=[CH:8][CH:7]=[C:6]([F:10])[C:3]=1[CH2:4][NH:30][CH2:29][C:26]1[CH:27]=[CH:28][C:23]([CH2:22][N:21]([CH2:20][C:12]2[NH:11][C:15]3[CH:16]=[CH:17][CH:18]=[CH:19][C:14]=3[N:13]=2)[CH:31]2[C:40]3[N:39]=[CH:38][CH:37]=[CH:36][C:35]=3[CH2:34][CH2:33][CH2:32]2)=[CH:24][CH:25]=1. Given the reactants [F:1][C:2]1[CH:9]=[CH:8][CH:7]=[C:6]([F:10])[C:3]=1[CH:4]=O.[NH:11]1[C:15]2[CH:16]=[CH:17][CH:18]=[CH:19][C:14]=2[N:13]=[C:12]1[CH2:20][N:21]([CH:31]1[C:40]2[N:39]=[CH:38][CH:37]=[CH:36][C:35]=2[CH2:34][CH2:33][CH2:32]1)[CH2:22][C:23]1[CH:28]=[CH:27][C:26]([CH2:29][NH2:30])=[CH:25][CH:24]=1.[BH4-].[Na+], predict the reaction product.